This data is from CYP1A2 inhibition data for predicting drug metabolism from PubChem BioAssay. The task is: Regression/Classification. Given a drug SMILES string, predict its absorption, distribution, metabolism, or excretion properties. Task type varies by dataset: regression for continuous measurements (e.g., permeability, clearance, half-life) or binary classification for categorical outcomes (e.g., BBB penetration, CYP inhibition). Dataset: cyp1a2_veith. (1) The compound is O=C(NCCN1CCCC1)C1(S(=O)(=O)c2ccc(Cl)cc2)CC1. The result is 0 (non-inhibitor). (2) The compound is COc1ccc(C(=O)N2CCC3(CCCN(C(c4ccccc4)c4ccccc4)C3)CC2)cc1. The result is 0 (non-inhibitor). (3) The compound is COc1ccc(C(=O)N2CCC3(CCCN(C(=O)NC(C)C)C3)CC2)cc1. The result is 0 (non-inhibitor). (4) The drug is Cc1ccc(C(=O)O/N=C\c2ccc(N3CCCCC3)c([N+](=O)[O-])c2)cc1. The result is 1 (inhibitor).